Dataset: Reaction yield outcomes from USPTO patents with 853,638 reactions. Task: Predict the reaction yield, written as a fraction of the theoretical maximum amount of product (1.0 means a 100% yield; for example, 0.34 means a 34% yield). The reactants are [NH2:1][C:2]1[CH:10]=[CH:9][CH:8]=[C:7]([CH3:11])[C:3]=1[C:4]([OH:6])=O.[NH2:12][CH2:13][CH2:14][CH2:15][C@H:16]1[O:20][C:19](=[O:21])[N:18]([C:22]2[CH:23]=[CH:24][C:25]3[S:30][CH2:29][C:28](=[O:31])[NH:27][C:26]=3[CH:32]=2)[CH2:17]1. No catalyst specified. The product is [NH2:1][C:2]1[CH:10]=[CH:9][CH:8]=[C:7]([CH3:11])[C:3]=1[C:4]([NH:12][CH2:13][CH2:14][CH2:15][C@H:16]1[O:20][C:19](=[O:21])[N:18]([C:22]2[CH:23]=[CH:24][C:25]3[S:30][CH2:29][C:28](=[O:31])[NH:27][C:26]=3[CH:32]=2)[CH2:17]1)=[O:6]. The yield is 0.770.